From a dataset of Full USPTO retrosynthesis dataset with 1.9M reactions from patents (1976-2016). Predict the reactants needed to synthesize the given product. (1) Given the product [CH3:16][S:17]([NH:1][C:2]1[CH:3]=[CH:4][C:5]2[O:9][C:8]([C:10]([O:12][CH2:13][CH3:14])=[O:11])=[CH:7][C:6]=2[CH:15]=1)(=[O:19])=[O:18], predict the reactants needed to synthesize it. The reactants are: [NH2:1][C:2]1[CH:3]=[CH:4][C:5]2[O:9][C:8]([C:10]([O:12][CH2:13][CH3:14])=[O:11])=[CH:7][C:6]=2[CH:15]=1.[CH3:16][S:17](Cl)(=[O:19])=[O:18]. (2) Given the product [Cl:6][CH2:7][CH:8]([OH:11])[CH2:9][S:10][CH2:4][CH:3]([OH:5])[CH2:1][Cl:2], predict the reactants needed to synthesize it. The reactants are: [CH2:1]([CH:3]1[O:5][CH2:4]1)[Cl:2].[Cl:6][CH2:7][CH:8]([OH:11])[CH2:9][SH:10].